From a dataset of Peptide-MHC class I binding affinity with 185,985 pairs from IEDB/IMGT. Regression. Given a peptide amino acid sequence and an MHC pseudo amino acid sequence, predict their binding affinity value. This is MHC class I binding data. (1) The peptide sequence is RKIYDLIEL. The MHC is HLA-B54:01 with pseudo-sequence HLA-B54:01. The binding affinity (normalized) is 0. (2) The binding affinity (normalized) is 0. The MHC is HLA-A30:01 with pseudo-sequence HLA-A30:01. The peptide sequence is EPVDPRLEPW. (3) The peptide sequence is LARWGTFKK. The MHC is HLA-A30:01 with pseudo-sequence HLA-A30:01. The binding affinity (normalized) is 0.468. (4) The binding affinity (normalized) is 0.583. The peptide sequence is IVHVDHECF. The MHC is HLA-B35:01 with pseudo-sequence HLA-B35:01.